Dataset: NCI-60 drug combinations with 297,098 pairs across 59 cell lines. Task: Regression. Given two drug SMILES strings and cell line genomic features, predict the synergy score measuring deviation from expected non-interaction effect. (1) Drug 1: C1=C(C(=O)NC(=O)N1)N(CCCl)CCCl. Drug 2: N.N.Cl[Pt+2]Cl. Cell line: MDA-MB-231. Synergy scores: CSS=12.5, Synergy_ZIP=-3.03, Synergy_Bliss=-3.33, Synergy_Loewe=-6.40, Synergy_HSA=-3.09. (2) Drug 1: CC1=C(C=C(C=C1)NC2=NC=CC(=N2)N(C)C3=CC4=NN(C(=C4C=C3)C)C)S(=O)(=O)N.Cl. Drug 2: CCC(=C(C1=CC=CC=C1)C2=CC=C(C=C2)OCCN(C)C)C3=CC=CC=C3.C(C(=O)O)C(CC(=O)O)(C(=O)O)O. Cell line: U251. Synergy scores: CSS=9.21, Synergy_ZIP=-2.69, Synergy_Bliss=0.873, Synergy_Loewe=-0.215, Synergy_HSA=0.781. (3) Drug 1: CC1=C(C=C(C=C1)NC2=NC=CC(=N2)N(C)C3=CC4=NN(C(=C4C=C3)C)C)S(=O)(=O)N.Cl. Drug 2: CN(C)C1=NC(=NC(=N1)N(C)C)N(C)C. Cell line: ACHN. Synergy scores: CSS=11.0, Synergy_ZIP=-0.385, Synergy_Bliss=3.14, Synergy_Loewe=-13.4, Synergy_HSA=-0.726. (4) Drug 1: CC1=C(C(=CC=C1)Cl)NC(=O)C2=CN=C(S2)NC3=CC(=NC(=N3)C)N4CCN(CC4)CCO. Drug 2: B(C(CC(C)C)NC(=O)C(CC1=CC=CC=C1)NC(=O)C2=NC=CN=C2)(O)O. Cell line: SW-620. Synergy scores: CSS=65.8, Synergy_ZIP=-0.0898, Synergy_Bliss=3.18, Synergy_Loewe=-6.91, Synergy_HSA=3.40. (5) Drug 1: C1C(C(OC1N2C=C(C(=O)NC2=O)F)CO)O. Drug 2: COC1=NC(=NC2=C1N=CN2C3C(C(C(O3)CO)O)O)N. Cell line: CAKI-1. Synergy scores: CSS=-8.51, Synergy_ZIP=2.58, Synergy_Bliss=-2.20, Synergy_Loewe=-7.85, Synergy_HSA=-7.81. (6) Drug 1: C1=CC(=CC=C1CCCC(=O)O)N(CCCl)CCCl. Drug 2: CC(C1=C(C=CC(=C1Cl)F)Cl)OC2=C(N=CC(=C2)C3=CN(N=C3)C4CCNCC4)N. Cell line: HOP-62. Synergy scores: CSS=21.3, Synergy_ZIP=-7.75, Synergy_Bliss=-6.77, Synergy_Loewe=-8.34, Synergy_HSA=-8.12.